This data is from Forward reaction prediction with 1.9M reactions from USPTO patents (1976-2016). The task is: Predict the product of the given reaction. (1) Given the reactants [Br:1][C:2]1[CH:7]=[CH:6][C:5]([C:8]([F:11])([F:10])[F:9])=[CH:4][C:3]=1[C:12]1[CH:13]=[N:14][CH:15]=[CH:16][CH:17]=1.F[C:19](F)(F)S(OC)(=O)=O.C(O[BH-](OC(=O)C)OC(=O)C)(=O)C.[Na+].[BH4-].[Li+], predict the reaction product. The product is: [Br:1][C:2]1[CH:7]=[CH:6][C:5]([C:8]([F:9])([F:10])[F:11])=[CH:4][C:3]=1[C:12]1[CH2:13][N:14]([CH3:19])[CH2:15][CH2:16][CH:17]=1. (2) The product is: [C:14]([C:18]1[CH:28]=[CH:27][CH:26]=[CH:25][C:19]=1[O:20][CH:21]1[CH2:22][N:23]([C:10]([C:2]2[N:1]=[C:5]3[CH:6]=[CH:7][CH:8]=[CH:9][N:4]3[CH:3]=2)=[O:12])[CH2:24]1)([CH3:17])([CH3:15])[CH3:16]. Given the reactants [N:1]1[C:2]([C:10]([O-:12])=O)=[CH:3][N:4]2[CH:9]=[CH:8][CH:7]=[CH:6][C:5]=12.[Na+].[C:14]([C:18]1[CH:28]=[CH:27][CH:26]=[CH:25][C:19]=1[O:20][CH:21]1[CH2:24][NH:23][CH2:22]1)([CH3:17])([CH3:16])[CH3:15].CCN(C(C)C)C(C)C.CN(C(ON1N=NC2C=CC=CC1=2)=[N+](C)C)C.F[P-](F)(F)(F)(F)F, predict the reaction product. (3) Given the reactants [C:1]([O:5][C:6](=[O:22])[CH2:7][N:8]=[C:9]([C:16]1[CH:21]=[CH:20][CH:19]=[CH:18][CH:17]=1)[C:10]1[CH:15]=[CH:14][CH:13]=[CH:12][CH:11]=1)([CH3:4])([CH3:3])[CH3:2].C[Si]([N-][Si](C)(C)C)(C)C.[Na+].Br[CH2:34][CH2:35][O:36][C:37]1[CH:42]=[CH:41][C:40]([Cl:43])=[CH:39][CH:38]=1.O, predict the reaction product. The product is: [Cl:43][C:40]1[CH:41]=[CH:42][C:37]([O:36][CH2:35][CH2:34][CH:7]([N:8]=[C:9]([C:10]2[CH:11]=[CH:12][CH:13]=[CH:14][CH:15]=2)[C:16]2[CH:17]=[CH:18][CH:19]=[CH:20][CH:21]=2)[C:6]([O:5][C:1]([CH3:4])([CH3:2])[CH3:3])=[O:22])=[CH:38][CH:39]=1. (4) Given the reactants [CH3:1][O:2][C:3](=[O:20])[NH:4][C:5]1[S:6][C:7]2[C:13]([C:14](=O)[CH2:15]Br)=[CH:12][CH:11]=[C:10]([O:18][CH3:19])[C:8]=2[N:9]=1.[C:21]([O:25][C:26]([NH:28][C:29]([NH2:31])=[NH:30])=[O:27])([CH3:24])([CH3:23])[CH3:22], predict the reaction product. The product is: [CH3:1][O:2][C:3](=[O:20])[NH:4][C:5]1[S:6][C:7]2[C:13]([C:14]3[N:31]=[C:29]([NH:28][C:26]([O:25][C:21]([CH3:24])([CH3:23])[CH3:22])=[O:27])[NH:30][CH:15]=3)=[CH:12][CH:11]=[C:10]([O:18][CH3:19])[C:8]=2[N:9]=1. (5) Given the reactants [CH3:1][O:2][C:3]([C@@H:5]1[O:7][CH2:6]1)=[O:4].[NH2:8][C:9]1[CH:18]=[CH:17][C:12]2[C:13]([CH3:16])=[N:14][O:15][C:11]=2[CH:10]=1.FC(F)(F)S([O-])(=O)=O.[Li+].O, predict the reaction product. The product is: [CH3:1][O:2][C:3](=[O:4])[C@H:5]([OH:7])[CH2:6][NH:8][C:9]1[CH:18]=[CH:17][C:12]2[C:13]([CH3:16])=[N:14][O:15][C:11]=2[CH:10]=1. (6) Given the reactants [CH3:1][C:2]1[CH:3]=[C:4]2[C:12](=[CH:13][CH:14]=1)[NH:11][C:10]1[CH:9]([NH:15][C@@H:16]([C:18]3[CH:23]=[CH:22][CH:21]=[CH:20][CH:19]=3)[CH3:17])[CH2:8][CH2:7][CH2:6][C:5]2=1.[ClH:24], predict the reaction product. The product is: [ClH:24].[CH3:1][C:2]1[CH:3]=[C:4]2[C:12](=[CH:13][CH:14]=1)[NH:11][C:10]1[C@@H:9]([NH:15][C@@H:16]([C:18]3[CH:19]=[CH:20][CH:21]=[CH:22][CH:23]=3)[CH3:17])[CH2:8][CH2:7][CH2:6][C:5]2=1. (7) Given the reactants [CH3:1][O:2][C:3]1[CH:22]=[CH:21][C:6]2[N:7]([C:14]3[N:15]=[CH:16][C:17]([NH2:20])=[N:18][CH:19]=3)[C:8]([C:10]([F:13])([F:12])[F:11])=[N:9][C:5]=2[CH:4]=1.[F:23][C:24]1[CH:32]=[CH:31][CH:30]=[C:29]([F:33])[C:25]=1[C:26](O)=[O:27].C(N=C=NCCCN(C)C)C.CCOC(C)=O, predict the reaction product. The product is: [F:23][C:24]1[CH:32]=[CH:31][CH:30]=[C:29]([F:33])[C:25]=1[C:26]([NH:20][C:17]1[CH:16]=[N:15][C:14]([N:7]2[C:6]3[CH:21]=[CH:22][C:3]([O:2][CH3:1])=[CH:4][C:5]=3[N:9]=[C:8]2[C:10]([F:12])([F:13])[F:11])=[CH:19][N:18]=1)=[O:27]. (8) Given the reactants C(NC(C)C)(C)C.C([Li])CCC.[Cl:13][C:14]1[C:15]2[CH:22]=[CH:21][N:20]([S:23]([C:26]3[CH:31]=[CH:30][CH:29]=[CH:28][CH:27]=3)(=[O:25])=[O:24])[C:16]=2[N:17]=[CH:18][N:19]=1.I[C:33]1[C:42]2[C:37](=[CH:38][CH:39]=[CH:40][CH:41]=2)[CH:36]=[CH:35][CH:34]=1, predict the reaction product. The product is: [Cl:13][C:14]1[C:15]2[CH:22]=[C:21]([C:41]3[C:42]4[C:37](=[CH:36][CH:35]=[CH:34][CH:33]=4)[CH:38]=[CH:39][CH:40]=3)[N:20]([S:23]([C:26]3[CH:31]=[CH:30][CH:29]=[CH:28][CH:27]=3)(=[O:25])=[O:24])[C:16]=2[N:17]=[CH:18][N:19]=1.